This data is from Reaction yield outcomes from USPTO patents with 853,638 reactions. The task is: Predict the reaction yield, written as a fraction of the theoretical maximum amount of product (1.0 means a 100% yield; for example, 0.34 means a 34% yield). (1) The reactants are [C:1]1([CH2:7][CH2:8][CH2:9][CH2:10][CH2:11][CH2:12][C:13]([C:15]2[N:19]=[C:18]([C:20]3[N:25]=[C:24]([C:26]([O:28]C)=[O:27])[CH:23]=[CH:22][CH:21]=3)[O:17][N:16]=2)=[O:14])[CH:6]=[CH:5][CH:4]=[CH:3][CH:2]=1. The catalyst is CC(O)=O.CCOC(C)=O. The product is [C:1]1([CH2:7][CH2:8][CH2:9][CH2:10][CH2:11][CH2:12][C:13]([C:15]2[N:19]=[C:18]([C:20]3[N:25]=[C:24]([C:26]([OH:28])=[O:27])[CH:23]=[CH:22][CH:21]=3)[O:17][N:16]=2)=[O:14])[CH:6]=[CH:5][CH:4]=[CH:3][CH:2]=1. The yield is 0.990. (2) The reactants are [NH2:1][C:2]1[S:3][C@:4]2([C:18]([NH:20][CH:21]3[CH2:23][CH2:22]3)=[O:19])[C@H:6]([C@:7]([C:10]3[CH:15]=[C:14](Br)[CH:13]=[CH:12][C:11]=3[F:17])([CH3:9])[N:8]=1)[CH2:5]2.[N-:24]=[N+]=[N-].[Na+].O[C@H]([C@@H]1C([O-])=C(O)C(=O)O1)CO.[Na+].CN[C@@H]1CCCC[C@H]1NC.CP(C)C. The catalyst is CCO.O.CCOC(C)=O.[Cu]I. The product is [NH2:1][C:2]1[S:3][C@:4]2([C:18]([NH:20][CH:21]3[CH2:23][CH2:22]3)=[O:19])[C@H:6]([C@:7]([C:10]3[CH:15]=[C:14]([NH2:24])[CH:13]=[CH:12][C:11]=3[F:17])([CH3:9])[N:8]=1)[CH2:5]2. The yield is 0.410. (3) The reactants are [Cl:1][C:2]1[CH:3]=[C:4]([CH:9]=[CH:10][C:11]=1[CH:12]1[S:18][CH2:17][CH2:16][NH:15][C:14]2[N:19]([CH3:28])[N:20]=[C:21]([C:22]3[CH:27]=[CH:26][CH:25]=[CH:24][N:23]=3)[C:13]1=2)[C:5]([O:7]C)=[O:6].CO.[OH-].[Na+].Cl. The catalyst is C1COCC1. The product is [Cl:1][C:2]1[CH:3]=[C:4]([CH:9]=[CH:10][C:11]=1[CH:12]1[S:18][CH2:17][CH2:16][NH:15][C:14]2[N:19]([CH3:28])[N:20]=[C:21]([C:22]3[CH:27]=[CH:26][CH:25]=[CH:24][N:23]=3)[C:13]1=2)[C:5]([OH:7])=[O:6]. The yield is 0.270. (4) The reactants are [F:1][C:2]1[CH:24]=[CH:23][C:5]([CH2:6][O:7][C:8]2[N:13]=[CH:12][C:11]([N:14]3[C:18](=[O:19])[CH2:17][CH:16]([C:20]([OH:22])=O)[CH2:15]3)=[CH:10][CH:9]=2)=[CH:4][CH:3]=1.Cl.CN.[CH2:28]([N:30](CC)CC)C. The catalyst is CN(C)C=O. The product is [CH3:28][NH:30][C:20]([CH:16]1[CH2:17][C:18](=[O:19])[N:14]([C:11]2[CH:12]=[N:13][C:8]([O:7][CH2:6][C:5]3[CH:4]=[CH:3][C:2]([F:1])=[CH:24][CH:23]=3)=[CH:9][CH:10]=2)[CH2:15]1)=[O:22]. The yield is 0.150. (5) The reactants are Br[CH2:2][C:3]1[C:12]([I:13])=[CH:11][CH:10]=[CH:9][C:4]=1[C:5](OC)=[O:6].[NH3:14]. The catalyst is CO. The product is [I:13][C:12]1[CH:11]=[CH:10][CH:9]=[C:4]2[C:3]=1[CH2:2][NH:14][C:5]2=[O:6]. The yield is 0.432.